From a dataset of Aqueous solubility values for 9,982 compounds from the AqSolDB database. Regression/Classification. Given a drug SMILES string, predict its absorption, distribution, metabolism, or excretion properties. Task type varies by dataset: regression for continuous measurements (e.g., permeability, clearance, half-life) or binary classification for categorical outcomes (e.g., BBB penetration, CYP inhibition). For this dataset (solubility_aqsoldb), we predict Y. (1) The molecule is c1ccc(Nc2ccccc2)cc1. The Y is -3.50 log mol/L. (2) The drug is COC(=O)C1(S(=O)(=O)c2ccc(Br)cc2)CCCC1. The Y is -4.01 log mol/L. (3) The molecule is COC(C)(C)CCCC(C)C/C=C/C(C)=C/C(=O)OC(C)C. The Y is -5.35 log mol/L. (4) The compound is CC(=O)[O-].CC(=O)[O-].[Sr+2]. The Y is 0.145 log mol/L. (5) The molecule is OC1COC(O)C(O)C1O. The Y is 0.578 log mol/L. (6) The drug is CC(C)COC(=O)Cc1ccccc1. The Y is -3.27 log mol/L. (7) The compound is CCOC(=O)N(C)CC. The Y is -0.419 log mol/L. (8) The molecule is CC(C)C1OC2(CCCC2)OCC1(C)C. The Y is -3.52 log mol/L. (9) The drug is CC(C)(C)CC(C)(C)c1cc(Cc2cc(C(C)(C)CC(C)(C)C)cc(-n3nc4ccccc4n3)c2O)c(O)c(-n2nc3ccccc3n2)c1. The Y is -7.97 log mol/L. (10) The molecule is Clc1cc(-c2c(Cl)c(Cl)c(Cl)c(Cl)c2Cl)c(Cl)c(Cl)c1Cl. The Y is -9.62 log mol/L.